Task: Predict the product of the given reaction.. Dataset: Forward reaction prediction with 1.9M reactions from USPTO patents (1976-2016) (1) Given the reactants [O:1]1[CH2:6][CH2:5][CH:4]([O:7][C:8]2[C:9]3[N:17]=[C:16]([C:18]4[CH:19]=[C:20]([NH2:24])[CH:21]=[N:22][CH:23]=4)[CH:15]=[CH:14][C:10]=3[N:11]=[CH:12][N:13]=2)[CH2:3][CH2:2]1.[Cl:25][C:26]1[CH:31]=[CH:30][C:29]([S:32](Cl)(=[O:34])=[O:33])=[C:28]([F:36])[CH:27]=1, predict the reaction product. The product is: [Cl:25][C:26]1[CH:31]=[CH:30][C:29]([S:32]([NH:24][C:20]2[CH:21]=[N:22][CH:23]=[C:18]([C:16]3[CH:15]=[CH:14][C:10]4[N:11]=[CH:12][N:13]=[C:8]([O:7][CH:4]5[CH2:5][CH2:6][O:1][CH2:2][CH2:3]5)[C:9]=4[N:17]=3)[CH:19]=2)(=[O:33])=[O:34])=[C:28]([F:36])[CH:27]=1. (2) Given the reactants [CH2:1]([N:8]1[CH:13]=[C:12]([Cl:14])[CH:11]=[C:10](Br)[C:9]1=[O:16])[C:2]1[CH:7]=[CH:6][CH:5]=[CH:4][CH:3]=1.[CH3:17][O:18][C:19](=[O:49])[C@H:20]([CH2:29][C:30]1[CH:35]=[CH:34][C:33]([Sn](CCCC)(CCCC)CCCC)=[CH:32][CH:31]=1)[NH:21][C:22]([O:24][C:25]([CH3:28])([CH3:27])[CH3:26])=[O:23], predict the reaction product. The product is: [CH3:17][O:18][C:19](=[O:49])[C@H:20]([CH2:29][C:30]1[CH:31]=[CH:32][C:33]([C:10]2[C:9](=[O:16])[N:8]([CH2:1][C:2]3[CH:7]=[CH:6][CH:5]=[CH:4][CH:3]=3)[CH:13]=[C:12]([Cl:14])[CH:11]=2)=[CH:34][CH:35]=1)[NH:21][C:22]([O:24][C:25]([CH3:28])([CH3:26])[CH3:27])=[O:23]. (3) Given the reactants [F:1][C:2]1[CH:3]=[C:4]([C:16]#[N:17])[C:5]([C:8]2[C:13]([F:14])=[CH:12][CH:11]=[CH:10][C:9]=2[F:15])=[CH:6][CH:7]=1.[Br:18]N1C(C)(C)C(=O)N(Br)C1=O.S(=O)(=O)(O)O.O, predict the reaction product. The product is: [Br:18][C:12]1[C:13]([F:14])=[C:8]([C:5]2[C:4]([C:16]#[N:17])=[CH:3][C:2]([F:1])=[CH:7][CH:6]=2)[C:9]([F:15])=[CH:10][CH:11]=1. (4) Given the reactants [NH:1]1[C:9]2[C:4](=[CH:5][CH:6]=[CH:7][CH:8]=2)[C:3]([C@H:10]([CH3:33])[C@@H:11]([NH:17][C:18]([N:20]2[CH2:25][CH2:24][N:23]([C:26]3[CH:31]=[CH:30][CH:29]=[CH:28][CH:27]=3)[C:22](=[O:32])[CH2:21]2)=[O:19])[C:12]([O:14]CC)=[O:13])=[CH:2]1.[OH-:34].[Na+], predict the reaction product. The product is: [NH:23]([CH2:24][CH2:25][N:20]([CH2:21][C:22]([OH:34])=[O:32])[C:18]([NH:17][C@H:11]([C@H:10]([C:3]1[C:4]2[C:9](=[CH:8][CH:7]=[CH:6][CH:5]=2)[NH:1][CH:2]=1)[CH3:33])[C:12]([OH:14])=[O:13])=[O:19])[C:26]1[CH:27]=[CH:28][CH:29]=[CH:30][CH:31]=1.